From a dataset of Forward reaction prediction with 1.9M reactions from USPTO patents (1976-2016). Predict the product of the given reaction. Given the reactants [Br:1][C:2]1[C:3]([CH3:12])=[C:4]([C:8]([F:11])=[CH:9][CH:10]=1)[C:5]([OH:7])=O.[CH3:13][O:14][C:15]1[CH:25]=[CH:24][C:18]([CH2:19][NH:20][CH2:21][CH2:22][OH:23])=[CH:17][CH:16]=1.CCN(C(C)C)C(C)C.CN(C(ON1N=NC2C=CC=NC1=2)=[N+](C)C)C.F[P-](F)(F)(F)(F)F, predict the reaction product. The product is: [Br:1][C:2]1[C:3]([CH3:12])=[C:4]([C:8]([F:11])=[CH:9][CH:10]=1)[C:5]([N:20]([CH2:21][CH2:22][OH:23])[CH2:19][C:18]1[CH:17]=[CH:16][C:15]([O:14][CH3:13])=[CH:25][CH:24]=1)=[O:7].